From a dataset of Full USPTO retrosynthesis dataset with 1.9M reactions from patents (1976-2016). Predict the reactants needed to synthesize the given product. (1) Given the product [F:1][C:2]([F:12])([F:13])[CH:3]1[CH2:4][CH2:5][CH:6]([C:9]([O:11][CH3:16])=[O:10])[CH2:7][CH2:8]1, predict the reactants needed to synthesize it. The reactants are: [F:1][C:2]([F:13])([F:12])[CH:3]1[CH2:8][CH2:7][CH:6]([C:9]([OH:11])=[O:10])[CH2:5][CH2:4]1.Cl.O.[CH3:16]O. (2) Given the product [CH3:1][O:2][C:3]1[C:4]2[CH:11]=[C:10]([C:12]3[C:20]4[C:15](=[CH:16][CH:17]=[C:18]([O:21][CH3:22])[CH:19]=4)[NH:14][CH:13]=3)[NH:9][C:5]=2[N:6]=[CH:7][N:8]=1, predict the reactants needed to synthesize it. The reactants are: [CH3:1][O:2][C:3]1[C:4]2[CH:11]=[C:10]([C:12]3[C:20]4[C:15](=[CH:16][CH:17]=[C:18]([O:21][CH3:22])[CH:19]=4)[NH:14][CH:13]=3)[N:9](S(C3C=CC(C)=CC=3)(=O)=O)[C:5]=2[N:6]=[CH:7][N:8]=1.[OH-].[K+]. (3) Given the product [OH:45][C@:46]1([C:60]2[S:61][C:62]([C:27]3[CH:28]=[C:29]([CH3:44])[CH:30]=[C:31]([NH:33][C:34]4[CH:39]=[C:38]([C:40]([F:43])([F:42])[F:41])[CH:37]=[CH:36][N:35]=4)[N:32]=3)=[CH:63][N:64]=2)[CH2:55][CH2:54][CH2:53][C:52]2[CH:51]=[C:50]([C:56]([O:58][CH3:59])=[O:57])[CH:49]=[CH:48][C:47]1=2, predict the reactants needed to synthesize it. The reactants are: C(P(C12CC3CC(CC(C3)C1)C2)C12CC3CC(CC(C3)C1)C2)CCC.Br[C:27]1[N:32]=[C:31]([NH:33][C:34]2[CH:39]=[C:38]([C:40]([F:43])([F:42])[F:41])[CH:37]=[CH:36][N:35]=2)[CH:30]=[C:29]([CH3:44])[CH:28]=1.[OH:45][C@:46]1([C:60]2[S:61][CH:62]=[CH:63][N:64]=2)[CH2:55][CH2:54][CH2:53][C:52]2[CH:51]=[C:50]([C:56]([O:58][CH3:59])=[O:57])[CH:49]=[CH:48][C:47]1=2.[F-].[Cs+].C(O)(=O)C(C)(C)C. (4) Given the product [OH:16][CH:15]([C:17]1[C:25]2[C:20](=[CH:21][CH:22]=[CH:23][CH:24]=2)[N:19]([CH2:26][CH2:27][CH3:28])[N:18]=1)[C:11]1[CH:10]=[C:9]([OH:8])[CH:14]=[CH:13][CH:12]=1, predict the reactants needed to synthesize it. The reactants are: C([O:8][C:9]1[CH:10]=[C:11]([CH:15]([C:17]2[C:25]3[C:20](=[CH:21][CH:22]=[CH:23][CH:24]=3)[N:19]([CH2:26][CH2:27][CH3:28])[N:18]=2)[OH:16])[CH:12]=[CH:13][CH:14]=1)C1C=CC=CC=1.C([O-])=O.[NH4+].